This data is from Reaction yield outcomes from USPTO patents with 853,638 reactions. The task is: Predict the reaction yield, written as a fraction of the theoretical maximum amount of product (1.0 means a 100% yield; for example, 0.34 means a 34% yield). The reactants are [Cl:1][C:2]1[CH:3]=[CH:4][C:5]([O:15][CH2:16][C:17]2[C:22]([F:23])=[CH:21][CH:20]=[CH:19][C:18]=2[F:24])=[C:6]([C:8](=O)[CH2:9][CH2:10][C:11](=O)[CH3:12])[CH:7]=1.[CH3:25][O:26][C:27](=[O:39])[C:28]1[C:33]([NH:34][C:35](=[O:37])[CH3:36])=[CH:32][CH:31]=[C:30]([NH2:38])[CH:29]=1.CC1C=CC(S(O)(=O)=O)=CC=1. The catalyst is C(#N)C.C(Cl)Cl. The product is [CH3:25][O:26][C:27](=[O:39])[C:28]1[C:33]([NH:34][C:35](=[O:37])[CH3:36])=[CH:32][CH:31]=[C:30]([N:38]2[C:11]([CH3:12])=[CH:10][CH:9]=[C:8]2[C:6]2[CH:7]=[C:2]([Cl:1])[CH:3]=[CH:4][C:5]=2[O:15][CH2:16][C:17]2[C:22]([F:23])=[CH:21][CH:20]=[CH:19][C:18]=2[F:24])[CH:29]=1. The yield is 0.450.